The task is: Predict the reaction yield, written as a fraction of the theoretical maximum amount of product (1.0 means a 100% yield; for example, 0.34 means a 34% yield).. This data is from Reaction yield outcomes from USPTO patents with 853,638 reactions. (1) The reactants are CS(Cl)(=O)=O.O[CH2:7][CH2:8][CH2:9][C:10]([C:12]1[N:13]=[CH:14][N:15](C(C2C=CC=CC=2)(C2C=CC=CC=2)C2C=CC=CC=2)[C:16]=1[CH3:17])=[O:11].C(N(CC)CC)C.O. The catalyst is C1COCC1.C(#N)C. The product is [CH3:17][C:16]1[N:15]=[CH:14][N:13]2[CH2:7][CH2:8][CH2:9][C:10](=[O:11])[C:12]=12. The yield is 0.480. (2) The reactants are O=[C:2]1[C:9]2[C:8]([C:10]([F:13])([F:12])[F:11])=[N:7][N:6]([CH2:14][C:15]([O:17][CH2:18][CH3:19])=[O:16])[C:5]=2[CH2:4][CH2:3]1.C(Cl)Cl.[CH2:23]([SH:26])[CH2:24][SH:25].B(F)(F)F.CCOCC. The catalyst is O.CC(O)=O. The product is [F:11][C:10]([F:13])([F:12])[C:8]1[C:9]2[C:2]3([S:26][CH2:23][CH2:24][S:25]3)[CH2:3][CH2:4][C:5]=2[N:6]([CH2:14][C:15]([O:17][CH2:18][CH3:19])=[O:16])[N:7]=1. The yield is 0.910. (3) The yield is 0.390. The reactants are [Cl:1][C:2]1[CH:3]=[C:4]([C:11]([CH3:23])([CH3:22])[CH2:12][C:13]([C:18]([F:21])([F:20])[F:19])([OH:17])[CH2:14][C:15]#[CH:16])[C:5]2[O:9][CH2:8][CH2:7][C:6]=2[CH:10]=1.[Br:24][C:25]1[CH:30]=[CH:29][C:28]([NH:31][S:32]([C:35]2[CH:40]=[CH:39][CH:38]=[CH:37][CH:36]=2)(=[O:34])=[O:33])=[C:27](I)[CH:26]=1. The catalyst is CN(C=O)C.C(N(CC)CC)C.[Cl-].[NH4+].Cl[Pd](Cl)([P](C1C=CC=CC=1)(C1C=CC=CC=1)C1C=CC=CC=1)[P](C1C=CC=CC=1)(C1C=CC=CC=1)C1C=CC=CC=1.[Cu]I. The product is [C:35]1([S:32]([N:31]2[C:28]3[C:29](=[CH:30][C:25]([Br:24])=[CH:26][CH:27]=3)[CH:16]=[C:15]2[CH2:14][C:13]([OH:17])([CH2:12][C:11]([C:4]2[C:5]3[O:9][CH2:8][CH2:7][C:6]=3[CH:10]=[C:2]([Cl:1])[CH:3]=2)([CH3:23])[CH3:22])[C:18]([F:21])([F:19])[F:20])(=[O:34])=[O:33])[CH:40]=[CH:39][CH:38]=[CH:37][CH:36]=1. (4) The reactants are [C:1]1([OH:7])[CH:6]=[CH:5][CH:4]=[CH:3][CH:2]=1.[H-].[Na+].Cl[C:11]1[C:12]2[N:20]=[C:19]([C:21]3[CH:26]=[CH:25][C:24]([F:27])=[CH:23][CH:22]=3)[CH:18]=[CH:17][C:13]=2[N:14]=[CH:15][N:16]=1. The catalyst is O1CCOCC1. The product is [O:7]([C:11]1[C:12]2[N:20]=[C:19]([C:21]3[CH:26]=[CH:25][C:24]([F:27])=[CH:23][CH:22]=3)[CH:18]=[CH:17][C:13]=2[N:14]=[CH:15][N:16]=1)[C:1]1[CH:6]=[CH:5][CH:4]=[CH:3][CH:2]=1. The yield is 0.950. (5) The reactants are Br[C:2]1[C:3]([C:28]#[N:29])=[C:4]([C:18]2[CH:23]=[CH:22][N:21]=[C:20]([NH:24][C:25](=[O:27])[CH3:26])[CH:19]=2)[S:5][C:6]=1[C:7]1[N:11]=[CH:10][N:9]([CH:12]2[CH2:17][CH2:16][CH2:15][CH2:14][O:13]2)[N:8]=1.[Cl:30][C:31]1[CH:36]=[CH:35][C:34]([SH:37])=[CH:33][CH:32]=1.C(=O)([O-])[O-].[K+].[K+]. The catalyst is [Cu-]=O.CN(C=O)C. The product is [Cl:30][C:31]1[CH:36]=[CH:35][C:34]([S:37][C:2]2[C:3]([C:28]#[N:29])=[C:4]([C:18]3[CH:23]=[CH:22][N:21]=[C:20]([NH:24][C:25](=[O:27])[CH3:26])[CH:19]=3)[S:5][C:6]=2[C:7]2[N:11]=[CH:10][N:9]([CH:12]3[CH2:17][CH2:16][CH2:15][CH2:14][O:13]3)[N:8]=2)=[CH:33][CH:32]=1. The yield is 0.760.